This data is from Reaction yield outcomes from USPTO patents with 853,638 reactions. The task is: Predict the reaction yield, written as a fraction of the theoretical maximum amount of product (1.0 means a 100% yield; for example, 0.34 means a 34% yield). The reactants are Cl.[CH3:2][O:3][C:4]1[CH:9]=[CH:8][C:7]([C@@H:10]2[O:15][CH2:14][CH2:13][NH:12][CH2:11]2)=[CH:6][CH:5]=1.Cl[C:17]1[N:22]([CH3:23])[C:21](=[O:24])[CH:20]=[C:19]([C:25]2[CH:30]=[CH:29][N:28]=[CH:27][N:26]=2)[N:18]=1.C(N(CC)CC)C. The catalyst is O1CCCC1. The product is [CH3:2][O:3][C:4]1[CH:5]=[CH:6][C:7]([C@@H:10]2[O:15][CH2:14][CH2:13][N:12]([C:17]3[N:22]([CH3:23])[C:21](=[O:24])[CH:20]=[C:19]([C:25]4[CH:30]=[CH:29][N:28]=[CH:27][N:26]=4)[N:18]=3)[CH2:11]2)=[CH:8][CH:9]=1. The yield is 0.900.